The task is: Predict which catalyst facilitates the given reaction.. This data is from Catalyst prediction with 721,799 reactions and 888 catalyst types from USPTO. (1) Reactant: [Br:1][C:2]1[C:3]([CH3:13])=[C:4]([C:8]([O:11][CH3:12])=[CH:9][CH:10]=1)[C:5]([OH:7])=O.C(Cl)(=O)C(Cl)=O.[CH3:20][O:21][C:22]1[CH:23]=[C:24]([CH3:32])[CH:25]=[C:26]([O:30][CH3:31])[C:27]=1[O:28][CH3:29]. Product: [Br:1][C:2]1[C:3]([CH3:13])=[C:4]([C:5](=[O:7])[C:23]2[C:24]([CH3:32])=[CH:25][C:26]([O:30][CH3:31])=[C:27]([O:28][CH3:29])[C:22]=2[O:21][CH3:20])[C:8]([O:11][CH3:12])=[CH:9][CH:10]=1. The catalyst class is: 26. (2) Reactant: [Br:1][C:2]1[N:6]([CH3:7])[C:5](/[CH:8]=[N:9]/O)=[N:4][CH:3]=1.C(OC(C(F)(F)F)=O)(C(F)(F)F)=O. Product: [Br:1][C:2]1[N:6]([CH3:7])[C:5]([C:8]#[N:9])=[N:4][CH:3]=1. The catalyst class is: 1. (3) Reactant: C([O:4][CH:5]([C:18]1[CH:23]=[CH:22][C:21]([O:24]CC2C=CC=CC=2)=[C:20]([CH2:32][OH:33])[CH:19]=1)[CH2:6][NH:7][C:8]([CH3:17])([CH3:16])[CH2:9][CH2:10][N:11]1[CH:15]=[N:14][N:13]=[CH:12]1)(=O)C.[H][H]. Product: [CH3:17][C:8]([NH:7][CH2:6][CH:5]([C:18]1[CH:23]=[CH:22][C:21]([OH:24])=[C:20]([CH2:32][OH:33])[CH:19]=1)[OH:4])([CH3:16])[CH2:9][CH2:10][N:11]1[CH:15]=[N:14][N:13]=[CH:12]1. The catalyst class is: 43.